From a dataset of Reaction yield outcomes from USPTO patents with 853,638 reactions. Predict the reaction yield, written as a fraction of the theoretical maximum amount of product (1.0 means a 100% yield; for example, 0.34 means a 34% yield). The reactants are Cl.[C:2](=[NH:7])([O:4][CH2:5][CH3:6])[CH3:3].C(N(CC)CC)C.[C:15](Cl)(=[O:22])[C:16]1[CH:21]=[CH:20][CH:19]=[CH:18][CH:17]=1. The catalyst is C1(C)C=CC=CC=1. The product is [CH2:5]([O:4][C:2](=[N:7][C:15](=[O:22])[C:16]1[CH:21]=[CH:20][CH:19]=[CH:18][CH:17]=1)[CH3:3])[CH3:6]. The yield is 0.820.